This data is from Catalyst prediction with 721,799 reactions and 888 catalyst types from USPTO. The task is: Predict which catalyst facilitates the given reaction. (1) Reactant: C([O:3][C:4]1[CH:9]=[CH:8][C:7]([C@H:10]2[CH2:15][CH2:14][C@H:13]([CH2:16][CH2:17][CH3:18])[CH2:12][CH2:11]2)=[C:6]([F:19])[C:5]=1[F:20])C.Br.C(O)(=O)C.O. Product: [F:20][C:5]1[C:6]([F:19])=[C:7]([C@H:10]2[CH2:11][CH2:12][C@H:13]([CH2:16][CH2:17][CH3:18])[CH2:14][CH2:15]2)[CH:8]=[CH:9][C:4]=1[OH:3]. The catalyst class is: 11. (2) The catalyst class is: 1. Product: [CH3:5][C:6]1[CH:10]=[C:9]([C:11]([OH:13])([C:1]#[CH:2])[CH3:12])[O:8][N:7]=1. Reactant: [C:1]([Mg]Br)#[CH:2].[CH3:5][C:6]1[CH:10]=[C:9]([C:11](=[O:13])[CH3:12])[O:8][N:7]=1.